From a dataset of NCI-60 drug combinations with 297,098 pairs across 59 cell lines. Regression. Given two drug SMILES strings and cell line genomic features, predict the synergy score measuring deviation from expected non-interaction effect. Drug 1: C1=NC2=C(N1)C(=S)N=CN2. Drug 2: C1=NNC2=C1C(=O)NC=N2. Cell line: SK-MEL-5. Synergy scores: CSS=16.7, Synergy_ZIP=-5.75, Synergy_Bliss=6.02, Synergy_Loewe=-9.57, Synergy_HSA=3.99.